Dataset: Forward reaction prediction with 1.9M reactions from USPTO patents (1976-2016). Task: Predict the product of the given reaction. (1) Given the reactants Br[C:2]1[CH:7]=[CH:6][C:5]([C:8]2[CH:13]=[CH:12][CH:11]=[CH:10][C:9]=2[NH:14][S:15]([CH:18]([CH3:20])[CH3:19])(=[O:17])=[O:16])=[CH:4][CH:3]=1.[B:21]1([B:21]2[O:25][C:24]([CH3:27])([CH3:26])[C:23]([CH3:29])([CH3:28])[O:22]2)[O:25][C:24]([CH3:27])([CH3:26])[C:23]([CH3:29])([CH3:28])[O:22]1.ClCCl.C([O-])(=O)C.[K+], predict the reaction product. The product is: [CH3:28][C:23]1([CH3:29])[C:24]([CH3:27])([CH3:26])[O:25][B:21]([C:2]2[CH:7]=[CH:6][C:5]([C:8]3[CH:13]=[CH:12][CH:11]=[CH:10][C:9]=3[NH:14][S:15]([CH:18]([CH3:20])[CH3:19])(=[O:17])=[O:16])=[CH:4][CH:3]=2)[O:22]1. (2) The product is: [S:34](=[O:36])(=[O:35])([O:32][CH2:31][CH2:30][C:28]1[CH:27]=[CH:26][C:25]2[C:18]3[C:17]([NH:16][C:4]4[CH:5]=[CH:6][C:7]([O:8][CH2:9][C:10]5[CH:15]=[CH:14][CH:13]=[CH:12][N:11]=5)=[C:2]([Cl:1])[CH:3]=4)=[N:22][CH:21]=[N:20][C:19]=3[S:23][C:24]=2[CH:29]=1)[NH2:37]. Given the reactants [Cl:1][C:2]1[CH:3]=[C:4]([NH:16][C:17]2[C:18]3[C:25]4[CH:26]=[CH:27][C:28]([CH2:30][CH2:31][OH:32])=[CH:29][C:24]=4[S:23][C:19]=3[N:20]=[CH:21][N:22]=2)[CH:5]=[CH:6][C:7]=1[O:8][CH2:9][C:10]1[CH:15]=[CH:14][CH:13]=[CH:12][N:11]=1.Cl[S:34]([NH2:37])(=[O:36])=[O:35], predict the reaction product. (3) Given the reactants [CH:1]1[NH:2][C:3]2[N:9]=[C:8]([NH2:10])[N:7]=[C:6](Cl)[C:4]=2[N:5]=1.C(N(CC)CC)C.CC1C=C(C)C(S)=CC=1.[OH2:28], predict the reaction product. The product is: [NH:7]1[C:6](=[O:28])[C:4]2[NH:5][CH:1]=[N:2][C:3]=2[N:9]=[C:8]1[NH2:10]. (4) Given the reactants Br[C:2]1[CH:3]=[C:4]2[N:10]([CH:11]=1)[CH2:9][C:8]1[CH:12]=[C:13]([CH3:16])[CH:14]=[CH:15][C:7]=1[N:6]=[C:5]2[N:17]1[CH2:22][CH2:21][N:20]([CH2:23][C:24]([CH3:30])([CH3:29])[C:25]([O:27][CH3:28])=[O:26])[CH2:19][CH2:18]1.[CH3:31][C:32]1(C)[C:36](C)(C)OB(C(C)=C)O1.P([O-])([O-])([O-])=O.[K+].[K+].[K+], predict the reaction product. The product is: [CH3:29][C:24]([CH3:30])([CH2:23][N:20]1[CH2:19][CH2:18][N:17]([C:5]2[C:4]3=[CH:3][C:2]([CH:32]([CH3:36])[CH3:31])=[CH:11][N:10]3[CH2:9][C:8]3[CH:12]=[C:13]([CH3:16])[CH:14]=[CH:15][C:7]=3[N:6]=2)[CH2:22][CH2:21]1)[C:25]([O:27][CH3:28])=[O:26]. (5) Given the reactants [F:1][C:2]1[CH:3]=[C:4]2[C:10]([C:11]3[N:12]=[C:13](I)[C:14]4[C:19]([CH3:21])([CH3:20])[C:18](=[O:22])[NH:17][C:15]=4[N:16]=3)=[N:9][N:8]([CH2:24][C:25]3[C:30]([F:31])=[CH:29][CH:28]=[CH:27][N:26]=3)[C:5]2=[N:6][CH:7]=1.[F:32][C:33]([F:37])([F:36])[CH2:34][NH2:35], predict the reaction product. The product is: [F:1][C:2]1[CH:3]=[C:4]2[C:10]([C:11]3[N:12]=[C:13]([NH:35][CH2:34][C:33]([F:37])([F:36])[F:32])[C:14]4[C:19]([CH3:21])([CH3:20])[C:18](=[O:22])[NH:17][C:15]=4[N:16]=3)=[N:9][N:8]([CH2:24][C:25]3[C:30]([F:31])=[CH:29][CH:28]=[CH:27][N:26]=3)[C:5]2=[N:6][CH:7]=1. (6) Given the reactants [Cl:1][C:2]1[CH:18]=[C:17]([N+:19]([O-])=O)[CH:16]=[CH:15][C:3]=1[O:4][C:5]1[CH:13]=[CH:12][CH:11]=[C:10]2[C:6]=1[CH2:7][NH:8][C:9]2=[O:14].O1CCCC1.CO, predict the reaction product. The product is: [NH2:19][C:17]1[CH:16]=[CH:15][C:3]([O:4][C:5]2[CH:13]=[CH:12][CH:11]=[C:10]3[C:6]=2[CH2:7][NH:8][C:9]3=[O:14])=[C:2]([Cl:1])[CH:18]=1. (7) Given the reactants [OH-].[K+].[N+:3]([C:6]1[CH:14]=[C:13]2[C:9]([CH:10]=[CH:11][NH:12]2)=[CH:8][CH:7]=1)([O-:5])=[O:4].[CH3:15][N:16]1[CH2:21][CH2:20][C:19](=O)[CH2:18][CH2:17]1, predict the reaction product. The product is: [CH3:15][N:16]1[CH2:21][CH2:20][CH:19]([C:10]2[C:9]3[C:13](=[CH:14][C:6]([N+:3]([O-:5])=[O:4])=[CH:7][CH:8]=3)[NH:12][CH:11]=2)[CH2:18][CH2:17]1. (8) Given the reactants [NH2:1][CH2:2][C:3]([NH:5][CH2:6][C:7]1([C:13]2[CH:18]=[CH:17][CH:16]=[C:15]([C:19]3[CH:20]=[N:21][N:22]([CH3:24])[CH:23]=3)[CH:14]=2)[CH2:12][CH2:11][NH:10][CH2:9][CH2:8]1)=[O:4].Cl[C:26]1[N:34]=[CH:33][N:32]=[C:31]2[C:27]=1[NH:28][CH:29]=[N:30]2.C(N(CC)CC)C, predict the reaction product. The product is: [NH2:1][CH2:2][C:3]([NH:5][CH2:6][C:7]1([C:13]2[CH:18]=[CH:17][CH:16]=[C:15]([C:19]3[CH:20]=[N:21][N:22]([CH3:24])[CH:23]=3)[CH:14]=2)[CH2:8][CH2:9][N:10]([C:26]2[N:34]=[CH:33][N:32]=[C:31]3[C:27]=2[N:28]=[CH:29][NH:30]3)[CH2:11][CH2:12]1)=[O:4]. (9) Given the reactants [NH2:1][C:2]1[C:11]2[N:10]=[CH:9][C:8]([CH2:12][CH2:13][C:14]3[CH:19]=[CH:18][C:17]([O:20][CH3:21])=[CH:16][C:15]=3[CH3:22])=[CH:7][C:6]=2[C:5]2[CH:23]=[CH:24][C:25]([CH2:27][CH2:28][P:29](=[O:36])([O:33]CC)[O:30]CC)=[CH:26][C:4]=2[N:3]=1.C[Si](Br)(C)C, predict the reaction product. The product is: [NH2:1][C:2]1[C:11]2[N:10]=[CH:9][C:8]([CH2:12][CH2:13][C:14]3[CH:19]=[CH:18][C:17]([O:20][CH3:21])=[CH:16][C:15]=3[CH3:22])=[CH:7][C:6]=2[C:5]2[CH:23]=[CH:24][C:25]([CH2:27][CH2:28][P:29](=[O:30])([OH:33])[OH:36])=[CH:26][C:4]=2[N:3]=1. (10) The product is: [ClH:21].[ClH:21].[CH3:19][C:16]1[N:15]=[C:14]([N:11]2[CH2:10][CH2:9][CH:8]([NH2:7])[CH2:13][CH2:12]2)[S:18][N:17]=1. Given the reactants C(OC(=O)[NH:7][CH:8]1[CH2:13][CH2:12][N:11]([C:14]2[S:18][N:17]=[C:16]([CH3:19])[N:15]=2)[CH2:10][CH2:9]1)(C)(C)C.[ClH:21], predict the reaction product.